From a dataset of Full USPTO retrosynthesis dataset with 1.9M reactions from patents (1976-2016). Predict the reactants needed to synthesize the given product. (1) Given the product [N+:8]([C:5]1[N:6]=[CH:7][C:2]([CH:12]([C:13]([O:15][CH2:16][CH3:17])=[O:14])[C:11]([O:19][CH2:20][C:21]2[CH:22]=[CH:23][CH:24]=[CH:25][CH:26]=2)=[O:18])=[CH:3][CH:4]=1)([O-:10])=[O:9], predict the reactants needed to synthesize it. The reactants are: Br[C:2]1[CH:3]=[CH:4][C:5]([N+:8]([O-:10])=[O:9])=[N:6][CH:7]=1.[C:11]([O:19][CH2:20][C:21]1[CH:26]=[CH:25][CH:24]=[CH:23][CH:22]=1)(=[O:18])[CH2:12][C:13]([O:15][CH2:16][CH3:17])=[O:14].C([O-])([O-])=O.[K+].[K+]. (2) Given the product [CH3:5][O:6][C:7](=[O:33])[C@H:8]([NH:22][C:23]([O:25][CH2:26][C:27]1[CH:32]=[CH:31][CH:30]=[CH:29][CH:28]=1)=[O:24])[CH2:9][C:10]1[CH:15]=[CH:14][C:13]([NH2:16])=[C:12]([NH2:19])[CH:11]=1, predict the reactants needed to synthesize it. The reactants are: C([O-])=O.[NH4+].[CH3:5][O:6][C:7](=[O:33])[C@H:8]([NH:22][C:23]([O:25][CH2:26][C:27]1[CH:32]=[CH:31][CH:30]=[CH:29][CH:28]=1)=[O:24])[CH2:9][C:10]1[CH:15]=[CH:14][C:13]([N+:16]([O-])=O)=[C:12]([N+:19]([O-])=O)[CH:11]=1. (3) Given the product [Cl:15][C:14]1[CH:13]=[C:12]([NH:16][C:17]2[CH:26]=[CH:25][CH:24]=[CH:23][C:18]=2[C:19]([O:21][CH3:22])=[O:20])[CH:11]=[C:10]([Cl:27])[C:9]=1[OH:8], predict the reactants needed to synthesize it. The reactants are: C([O:8][C:9]1[C:14]([Cl:15])=[CH:13][C:12]([NH:16][C:17]2[CH:26]=[CH:25][CH:24]=[CH:23][C:18]=2[C:19]([O:21][CH3:22])=[O:20])=[CH:11][C:10]=1[Cl:27])C1C=CC=CC=1. (4) The reactants are: Cl[C:2]1[N:3]=[C:4]([NH:12][C:13]2[N:14]=[CH:15][N:16]([CH3:18])[CH:17]=2)[C:5]2[CH:11]=[CH:10][N:9]=[CH:8][C:6]=2[N:7]=1.Cl.[F:20][C:21]1[C:22]([CH:28]([NH2:30])[CH3:29])=[N:23][CH:24]=[C:25]([F:27])[CH:26]=1. Given the product [F:20][C:21]1[C:22]([CH:28]([NH:30][C:2]2[N:3]=[C:4]([NH:12][C:13]3[N:14]=[CH:15][N:16]([CH3:18])[CH:17]=3)[C:5]3[CH:11]=[CH:10][N:9]=[CH:8][C:6]=3[N:7]=2)[CH3:29])=[N:23][CH:24]=[C:25]([F:27])[CH:26]=1, predict the reactants needed to synthesize it.